From a dataset of Forward reaction prediction with 1.9M reactions from USPTO patents (1976-2016). Predict the product of the given reaction. (1) Given the reactants [CH3:1][O:2][C:3]([C@H:5]1[CH2:10][CH2:9][C@H:8]([C:11](O)=[O:12])[CH2:7][CH2:6]1)=[O:4].CO, predict the reaction product. The product is: [CH3:1][O:2][C:3]([C@H:5]1[CH2:10][CH2:9][C@H:8]([CH2:11][OH:12])[CH2:7][CH2:6]1)=[O:4]. (2) Given the reactants C[C:2]1[NH:3][CH:4]=[CH:5][C:6]=1[C:7]([O:9][CH2:10][CH3:11])=[O:8].N1[CH:16]=[CH:15][C:14]([C:17]([O:19]CC)=[O:18])=[CH:13]1.Br[C:23]1C=C(Cl)C=C[C:24]=1C=O.Br[C:33]1C=CC=CC=1C=O, predict the reaction product. The product is: [CH2:10]([O:9][C:7]([C:6]1[CH:5]=[C:4]([C:15]2[CH:16]=[CH:24][CH:23]=[CH:13][C:14]=2[C:17]([OH:19])=[O:18])[N:3]([CH3:33])[CH:2]=1)=[O:8])[CH3:11]. (3) Given the reactants [F:1][C:2]1[CH:7]=[CH:6][C:5]([S:8]([O-:10])=[O:9])=[CH:4][CH:3]=1.[Na+].Br[CH2:13][C:14]1[CH:19]=[CH:18][C:17]([I:20])=[CH:16][CH:15]=1, predict the reaction product. The product is: [F:1][C:2]1[CH:7]=[CH:6][C:5]([S:8]([CH2:13][C:14]2[CH:19]=[CH:18][C:17]([I:20])=[CH:16][CH:15]=2)(=[O:10])=[O:9])=[CH:4][CH:3]=1. (4) Given the reactants [F:1][C:2]1[CH:3]=[CH:4][C:5]([O:10][CH:11]2[CH2:16][CH2:15][CH2:14][CH2:13][CH2:12]2)=[C:6]([CH:9]=1)[CH:7]=O.[Li+].C[Si]([N-:22][Si](C)(C)C)(C)C.[C:27](Cl)(=[O:29])[CH3:28].Cl[Si:32]([CH3:35])([CH3:34])[CH3:33], predict the reaction product. The product is: [F:1][C:2]1[CH:3]=[CH:4][C:5]([O:10][CH:11]2[CH2:16][CH2:15][CH2:14][CH2:13][CH2:12]2)=[C:6]([CH:7]=[N:22][C:27]([O:29][Si:32]([CH3:35])([CH3:34])[CH3:33])=[CH2:28])[CH:9]=1. (5) Given the reactants [BH4-].[Na+].CO.[CH3:5][O:6][C:7](=[O:32])[CH2:8][O:9][CH2:10]/[CH:11]=[CH:12]\[CH2:13][N:14]1[C@@H:19](/[CH:20]=[CH:21]/[C:22](=[O:30])[CH2:23][C:24]2[CH:29]=[CH:28][CH:27]=[CH:26][CH:25]=2)[CH2:18][CH2:17][CH2:16][C:15]1=[O:31], predict the reaction product. The product is: [CH3:5][O:6][C:7](=[O:32])[CH2:8][O:9][CH2:10]/[CH:11]=[CH:12]\[CH2:13][N:14]1[C:15](=[O:31])[CH2:16][CH2:17][CH2:18][C@@H:19]1/[CH:20]=[CH:21]/[CH:22]([OH:30])[CH2:23][C:24]1[CH:29]=[CH:28][CH:27]=[CH:26][CH:25]=1.